Dataset: Reaction yield outcomes from USPTO patents with 853,638 reactions. Task: Predict the reaction yield, written as a fraction of the theoretical maximum amount of product (1.0 means a 100% yield; for example, 0.34 means a 34% yield). (1) The reactants are [NH:1]1[CH2:5][CH2:4][CH2:3][CH2:2]1.[Br:6][C:7]1[CH:19]=[CH:18][C:10]([O:11][C:12]([CH3:17])([CH3:16])[C:13](Cl)=[O:14])=[CH:9][CH:8]=1.Cl. The catalyst is CC#N.[Cl-].[Na+].O. The product is [Br:6][C:7]1[CH:19]=[CH:18][C:10]([O:11][C:12]([CH3:16])([CH3:17])[C:13]([N:1]2[CH2:5][CH2:4][CH2:3][CH2:2]2)=[O:14])=[CH:9][CH:8]=1. The yield is 0.940. (2) The reactants are Cl[C:2]1[N:3]=[C:4]([NH:19][C:20]2[CH:25]=[CH:24][CH:23]=[CH:22][C:21]=2[S:26]([CH:29]([CH3:31])[CH3:30])(=[O:28])=[O:27])[C:5]2[CH:10]=[CH:9][N:8]([CH2:11][O:12][CH2:13][CH2:14][Si:15]([CH3:18])([CH3:17])[CH3:16])[C:6]=2[N:7]=1.Cl.[CH3:33][P:34]([C:37]1[CH:43]=[CH:42][C:40]([NH2:41])=[C:39]([O:44][CH3:45])[CH:38]=1)([CH3:36])=[O:35].CC1(C)C2C(=C(P(C3C=CC=CC=3)C3C=CC=CC=3)C=CC=2)OC2C(P(C3C=CC=CC=3)C3C=CC=CC=3)=CC=CC1=2.C(O[Na])(C)(C)C. The catalyst is C1C=CC(/C=C/C(/C=C/C2C=CC=CC=2)=O)=CC=1.C1C=CC(/C=C/C(/C=C/C2C=CC=CC=2)=O)=CC=1.C1C=CC(/C=C/C(/C=C/C2C=CC=CC=2)=O)=CC=1.[Pd].[Pd]. The product is [CH3:36][P:34]([C:37]1[CH:43]=[CH:42][C:40]([NH:41][C:2]2[N:3]=[C:4]([NH:19][C:20]3[CH:25]=[CH:24][CH:23]=[CH:22][C:21]=3[S:26]([CH:29]([CH3:31])[CH3:30])(=[O:28])=[O:27])[C:5]3[CH:10]=[CH:9][N:8]([CH2:11][O:12][CH2:13][CH2:14][Si:15]([CH3:17])([CH3:18])[CH3:16])[C:6]=3[N:7]=2)=[C:39]([O:44][CH3:45])[CH:38]=1)([CH3:33])=[O:35]. The yield is 0.540. (3) The reactants are [O:1]=[S:2]1(=[O:30])[CH2:7][CH2:6][N:5]([C:8]([C:10]2[NH:11][C:12]3[C:17]([CH:18]=2)=[CH:16][C:15]([C:19]([N:21]2[CH2:26][CH2:25][N:24]([CH:27]([CH3:29])[CH3:28])[CH2:23][CH2:22]2)=[O:20])=[CH:14][CH:13]=3)=[O:9])[CH2:4][CH2:3]1.[F:31][C:32]1[CH:33]=[C:34](B(O)O)[CH:35]=[CH:36][CH:37]=1.N1C=CC=CC=1. The catalyst is C([O-])(=O)C.[Cu+2].C([O-])(=O)C.C(Cl)(Cl)Cl. The product is [O:30]=[S:2]1(=[O:1])[CH2:7][CH2:6][N:5]([C:8]([C:10]2[N:11]([C:36]3[CH:35]=[CH:34][CH:33]=[C:32]([F:31])[CH:37]=3)[C:12]3[C:17]([CH:18]=2)=[CH:16][C:15]([C:19]([N:21]2[CH2:22][CH2:23][N:24]([CH:27]([CH3:28])[CH3:29])[CH2:25][CH2:26]2)=[O:20])=[CH:14][CH:13]=3)=[O:9])[CH2:4][CH2:3]1. The yield is 0.350. (4) The reactants are [C:1]1([NH:7][C:8]2[CH:13]=[CH:12][C:11]([CH3:14])=[CH:10][CH:9]=2)[CH:6]=[CH:5][CH:4]=[CH:3][CH:2]=1.I[C:16]1[CH:21]=[CH:20][C:19]([C:22]2[CH:27]=[CH:26][C:25]([C:28]3[CH:33]=[CH:32][C:31](I)=[CH:30][CH:29]=3)=[CH:24][CH:23]=2)=[CH:18][CH:17]=1.C(=O)([O-])[O-].[K+].[K+].CCCCC[CH2:46][CH2:47][CH2:48][CH2:49][CH2:50][CH2:51][CH3:52]. The catalyst is [Cu]. The product is [C:1]1([N:7]([C:8]2[CH:9]=[CH:10][C:11]([CH3:14])=[CH:12][CH:13]=2)[C:16]2[CH:21]=[CH:20][C:19]([C:22]3[CH:27]=[CH:26][C:25]([C:28]4[CH:33]=[CH:32][C:31]([N:7]([C:1]5[CH:6]=[CH:5][CH:4]=[CH:3][CH:2]=5)[C:50]5[CH:49]=[CH:48][C:47]([CH3:46])=[CH:52][CH:51]=5)=[CH:30][CH:29]=4)=[CH:24][CH:23]=3)=[CH:18][CH:17]=2)[CH:2]=[CH:3][CH:4]=[CH:5][CH:6]=1. The yield is 0.764. (5) The reactants are [OH:1][C:2]1[CH:3]=[N:4][C:5]([N:8]2[CH2:13][CH2:12][N:11]([C:14]([O:16][C:17]([CH3:20])([CH3:19])[CH3:18])=[O:15])[CH2:10][C@H:9]2[CH3:21])=[N:6][CH:7]=1.Cl.Cl[CH2:24][C:25]1[CH:30]=[CH:29][N:28]=[CH:27][CH:26]=1.C(=O)([O-])[O-].[Cs+].[Cs+].CN(C=O)C. The catalyst is CCOC(C)=O. The product is [CH3:21][C@H:9]1[N:8]([C:5]2[N:4]=[CH:3][C:2]([O:1][CH2:24][C:25]3[CH:30]=[CH:29][N:28]=[CH:27][CH:26]=3)=[CH:7][N:6]=2)[CH2:13][CH2:12][N:11]([C:14]([O:16][C:17]([CH3:20])([CH3:19])[CH3:18])=[O:15])[CH2:10]1. The yield is 0.510. (6) The reactants are [C:1]1([S:7]([C:10]2[CH:11]=[C:12]3[C:17](=[CH:18][CH:19]=2)[CH:16]([CH2:20][NH2:21])[CH2:15][CH2:14][CH2:13]3)(=[O:9])=[O:8])[CH:6]=[CH:5][CH:4]=[CH:3][CH:2]=1.Cl.[N:23]1([C:28](N)=[NH:29])C=CC=N1.C(N(CC)C(C)C)C.O. The catalyst is CN(C=O)C. The product is [C:1]1([S:7]([C:10]2[CH:11]=[C:12]3[C:17](=[CH:18][CH:19]=2)[CH:16]([CH2:20][NH:21][C:28]([NH2:29])=[NH:23])[CH2:15][CH2:14][CH2:13]3)(=[O:9])=[O:8])[CH:2]=[CH:3][CH:4]=[CH:5][CH:6]=1. The yield is 0.330. (7) The reactants are [O:1]=[C:2]1[C:10]2[C:5](=[CH:6][CH:7]=[CH:8][CH:9]=2)[C:4](=[O:11])[N:3]1[CH2:12][CH2:13][CH2:14][CH2:15][C:16]1[CH:21]=[CH:20][C:19]([S:22](Cl)(=[O:24])=[O:23])=[CH:18][CH:17]=1.CN1CCOCC1.[NH2:33][C@@H:34]([CH:38]([CH3:40])[CH3:39])[C:35]([NH2:37])=[O:36]. The catalyst is CN(C=O)C. The product is [O:1]=[C:2]1[C:10]2[C:5](=[CH:6][CH:7]=[CH:8][CH:9]=2)[C:4](=[O:11])[N:3]1[CH2:12][CH2:13][CH2:14][CH2:15][C:16]1[CH:21]=[CH:20][C:19]([S:22]([NH:33][C@@H:34]([CH:38]([CH3:40])[CH3:39])[C:35]([NH2:37])=[O:36])(=[O:24])=[O:23])=[CH:18][CH:17]=1. The yield is 0.730. (8) The reactants are [CH2:1]([O:3][C:4]([C:6]1[C:7]([CH3:15])=[C:8](C(O)=O)[NH:9][C:10]=1[CH3:11])=[O:5])[CH3:2].[I-:16].[K+].II.S([O-])([O-])(=O)=S.[Na+].[Na+]. The catalyst is ClCCl.O. The product is [CH2:1]([O:3][C:4]([C:6]1[C:7]([CH3:15])=[C:8]([I:16])[NH:9][C:10]=1[CH3:11])=[O:5])[CH3:2]. The yield is 0.808. (9) The reactants are [Cl:1][C:2]1[CH:3]=[CH:4][C:5]2[N:11]([CH2:12][C:13]([CH3:17])([CH3:16])[CH2:14][OH:15])[C:10](=[O:18])[C@@H:9]([CH2:19][C:20]([NH:22][CH2:23][CH2:24][CH2:25][CH2:26][CH2:27][C:28]([OH:30])=[O:29])=[O:21])[O:8][C@H:7]([C:31]3[CH:36]=[CH:35][CH:34]=[C:33]([O:37][CH3:38])[C:32]=3[O:39][CH3:40])[C:6]=2[CH:41]=1.N1C=CC=CC=1.[C:48](OCC)(=[O:50])[CH3:49].C(Cl)(=O)C. The catalyst is O. The product is [C:48]([O:15][CH2:14][C:13]([CH3:16])([CH3:17])[CH2:12][N:11]1[C:5]2[CH:4]=[CH:3][C:2]([Cl:1])=[CH:41][C:6]=2[C@@H:7]([C:31]2[CH:36]=[CH:35][CH:34]=[C:33]([O:37][CH3:38])[C:32]=2[O:39][CH3:40])[O:8][C@H:9]([CH2:19][C:20]([NH:22][CH2:23][CH2:24][CH2:25][CH2:26][CH2:27][C:28]([OH:30])=[O:29])=[O:21])[C:10]1=[O:18])(=[O:50])[CH3:49]. The yield is 0.720.